Dataset: Forward reaction prediction with 1.9M reactions from USPTO patents (1976-2016). Task: Predict the product of the given reaction. (1) The product is: [NH:26]1[C:27]2[C:23](=[CH:22][CH:21]=[C:20]([NH:19][C:14]3[C:13]([C:11]([NH:10][C:4]4[CH:5]=[CH:6][C:7]([O:8][CH3:9])=[C:2]([O:1][CH:30]5[CH2:35][CH2:34][N:33]([CH3:36])[CH2:32][CH2:31]5)[CH:3]=4)=[O:12])=[CH:18][CH:17]=[CH:16][N:15]=3)[CH:28]=2)[CH:24]=[N:25]1. Given the reactants [OH:1][C:2]1[CH:3]=[C:4]([NH:10][C:11]([C:13]2[C:14]([NH:19][C:20]3[CH:28]=[C:27]4[C:23]([CH:24]=[N:25][NH:26]4)=[CH:22][CH:21]=3)=[N:15][CH:16]=[CH:17][CH:18]=2)=[O:12])[CH:5]=[CH:6][C:7]=1[O:8][CH3:9].O[CH:30]1[CH2:35][CH2:34][N:33]([CH3:36])[CH2:32][CH2:31]1, predict the reaction product. (2) The product is: [I:1][C:2]1[C:11]2[C:6](=[CH:7][C:8]([O:12][CH3:13])=[CH:9][CH:10]=2)[C:5]([O:14][CH2:29][C:28]2[CH:31]=[CH:32][C:25]([O:24][CH3:23])=[CH:26][CH:27]=2)=[N:4][C:3]=1[C:15]1[CH:20]=[CH:19][C:18]([O:21][CH3:22])=[CH:17][CH:16]=1. Given the reactants [I:1][C:2]1[C:11]2[C:6](=[CH:7][C:8]([O:12][CH3:13])=[CH:9][CH:10]=2)[C:5](=[O:14])[NH:4][C:3]=1[C:15]1[CH:20]=[CH:19][C:18]([O:21][CH3:22])=[CH:17][CH:16]=1.[CH3:23][O:24][C:25]1[CH:32]=[CH:31][C:28]([CH2:29]O)=[CH:27][CH:26]=1.C1(P(C2C=CC=CC=2)C2C=CC=CC=2)C=CC=CC=1.N(C(OC(C)C)=O)=NC(OC(C)C)=O, predict the reaction product. (3) Given the reactants C(Cl)(=O)C(Cl)=O.CS(C)=O.[C:11]([O:15][C:16]([N:18]1[CH2:23][CH2:22][N:21]([C:24]([O:26][C:27]([CH3:30])([CH3:29])[CH3:28])=[O:25])[CH2:20][C@@H:19]1[CH2:31][CH2:32][OH:33])=[O:17])([CH3:14])([CH3:13])[CH3:12].C(N(CC)CC)C, predict the reaction product. The product is: [C:11]([O:15][C:16]([N:18]1[CH2:23][CH2:22][N:21]([C:24]([O:26][C:27]([CH3:30])([CH3:29])[CH3:28])=[O:25])[CH2:20][C@@H:19]1[CH2:31][CH:32]=[O:33])=[O:17])([CH3:14])([CH3:13])[CH3:12]. (4) Given the reactants [F:1][C:2]1[CH:3]=[C:4]([N:21]2[CH2:25][C@H:24]([CH2:26][N:27]3[CH:31]=[CH:30][N:29]=[N:28]3)[O:23][C:22]2=[O:32])[CH:5]=[CH:6][C:7]=1[C:8]1[CH:9]=[N:10][C:11]([C:14]2[CH2:18][C@@H:17]([CH2:19][OH:20])[O:16][N:15]=2)=[CH:12][CH:13]=1.[CH3:33][O:34][CH2:35][CH2:36][C:37](O)=O.Cl.CN(C)CCCN=C=NCC.ClCCl.C[CH2:56][O:57]CC, predict the reaction product. The product is: [CH3:33][O:34][CH2:35][CH2:36][CH2:37][C:56]([O:20][CH2:19][C@H:17]1[O:16][N:15]=[C:14]([C:11]2[CH:12]=[CH:13][C:8]([C:7]3[CH:6]=[CH:5][C:4]([N:21]4[CH2:25][C@H:24]([CH2:26][N:27]5[CH:31]=[CH:30][N:29]=[N:28]5)[O:23][C:22]4=[O:32])=[CH:3][C:2]=3[F:1])=[CH:9][N:10]=2)[CH2:18]1)=[O:57]. (5) Given the reactants [CH3:1][C:2]1([C:5]([OH:7])=O)[CH2:4][CH2:3]1.[CH:8]1[N:12]=[CH:11][N:10](C([N:10]2[CH:11]=[N:12][CH:8]=[CH:9]2)=O)[CH:9]=1, predict the reaction product. The product is: [N:10]1([C:5]([C:2]2([CH3:1])[CH2:4][CH2:3]2)=[O:7])[CH:9]=[CH:8][N:12]=[CH:11]1. (6) Given the reactants [N:1]12[CH2:9][CH2:8][CH:5]([CH2:6][CH2:7]1)[N:4]([C:10]1[N:15]=[CH:14][C:13]([NH2:16])=[CH:12][CH:11]=1)[CH2:3][CH2:2]2.[N+:17]([C:20]1[CH:21]=[C:22]([CH:26]=[CH:27][CH:28]=1)[C:23]([Cl:25])=[O:24])([O-:19])=[O:18], predict the reaction product. The product is: [ClH:25].[N:1]12[CH2:7][CH2:6][CH:5]([CH2:8][CH2:9]1)[N:4]([C:10]1[N:15]=[CH:14][C:13]([NH:16][C:23](=[O:24])[C:22]3[CH:26]=[CH:27][CH:28]=[C:20]([N+:17]([O-:19])=[O:18])[CH:21]=3)=[CH:12][CH:11]=1)[CH2:3][CH2:2]2. (7) Given the reactants COC1C=C(OC)C=CC=1C[N:6]([C:36]1[CH:41]=[CH:40][N:39]=[CH:38][N:37]=1)[S:7]([C:10]1[CH:15]=[CH:14][C:13]([O:16][C@H:17]2[CH2:22][CH2:21][CH2:20][CH2:19][C@@H:18]2[C:23]2[CH:24]=[N:25][N:26](C3CCCCO3)[CH:27]=2)=[C:12]([F:34])[C:11]=1[F:35])(=[O:9])=[O:8].C([SiH](CC)CC)C.FC(F)(F)C(O)=O.ClCCl, predict the reaction product. The product is: [F:35][C:11]1[C:12]([F:34])=[C:13]([O:16][C@H:17]2[CH2:22][CH2:21][CH2:20][CH2:19][C@@H:18]2[C:23]2[CH:24]=[N:25][NH:26][CH:27]=2)[CH:14]=[CH:15][C:10]=1[S:7]([NH:6][C:36]1[CH:41]=[CH:40][N:39]=[CH:38][N:37]=1)(=[O:8])=[O:9]. (8) Given the reactants Br[CH2:2][CH2:3][CH:4]([C:9]1[S:10][C:11]2[CH:18]=[C:17]([C:19]([F:22])([F:21])[F:20])[CH:16]=[CH:15][C:12]=2[C:13]=1[CH3:14])[CH2:5][CH2:6][O:7][CH3:8].C(=O)([O-])[O-].[Cs+].[Cs+].[SH:29][C:30]1[CH:35]=[CH:34][C:33]([O:36][CH2:37][C:38]([O:40][CH2:41][CH3:42])=[O:39])=[C:32]([CH3:43])[CH:31]=1, predict the reaction product. The product is: [CH3:43][C:32]1[CH:31]=[C:30]([S:29][CH2:2][CH2:3][CH:4]([C:9]2[S:10][C:11]3[CH:18]=[C:17]([C:19]([F:22])([F:21])[F:20])[CH:16]=[CH:15][C:12]=3[C:13]=2[CH3:14])[CH2:5][CH2:6][O:7][CH3:8])[CH:35]=[CH:34][C:33]=1[O:36][CH2:37][C:38]([O:40][CH2:41][CH3:42])=[O:39]. (9) Given the reactants [S:1]1[CH2:4][CH:3]([NH:5][C:6]([C:8]2[S:12][C:11]([C:13]3[CH:14]=[N:15][CH:16]=[CH:17][CH:18]=3)=[N:10][C:9]=2[C:19]([F:22])([F:21])[F:20])=[O:7])[CH2:2]1.[H-].[Na+].[CH2:25](I)[CH3:26].O, predict the reaction product. The product is: [CH2:25]([N:5]([CH:3]1[CH2:4][S:1][CH2:2]1)[C:6]([C:8]1[S:12][C:11]([C:13]2[CH:14]=[N:15][CH:16]=[CH:17][CH:18]=2)=[N:10][C:9]=1[C:19]([F:21])([F:20])[F:22])=[O:7])[CH3:26].